Dataset: Catalyst prediction with 721,799 reactions and 888 catalyst types from USPTO. Task: Predict which catalyst facilitates the given reaction. (1) Reactant: [Si]([O:8][C:9]1[CH:10]=[C:11]([C:15]2[CH:16]=[CH:17][C:18](=[O:21])[NH:19][N:20]=2)[CH:12]=[CH:13][CH:14]=1)(C(C)(C)C)(C)C.O[CH2:23][C:24]1[CH:25]=[C:26]([NH:30][C:31](=[O:35])[O:32][CH2:33][CH3:34])[CH:27]=[CH:28][CH:29]=1.C1(P(C2C=CC=CC=2)C2C=CC=CC=2)C=CC=CC=1.N(C(OCC)=O)=NC(OCC)=O.[F-].C[N+](C)(C)C. Product: [OH:8][C:9]1[CH:10]=[C:11]([C:15]2[CH:16]=[CH:17][C:18](=[O:21])[N:19]([CH2:23][C:24]3[CH:25]=[C:26]([NH:30][C:31](=[O:35])[O:32][CH2:33][CH3:34])[CH:27]=[CH:28][CH:29]=3)[N:20]=2)[CH:12]=[CH:13][CH:14]=1. The catalyst class is: 198. (2) Reactant: [NH2:1][C:2]1[C:11]2[C:6](=[CH:7][C:8]([O:20][CH3:21])=[C:9]([O:18][CH3:19])[C:10]=2[C:12]2[CH:17]=[CH:16][CH:15]=[CH:14][N:13]=2)[N:5]=[C:4]([N:22]2[CH2:31][CH2:30][C:29]3[C:24](=[CH:25][CH:26]=[CH:27][C:28]=3[NH:32][S:33]([CH3:36])(=[O:35])=[O:34])[CH2:23]2)[N:3]=1.[CH3:37][S:38]([OH:41])(=[O:40])=[O:39]. Product: [S:38]([OH:41])(=[O:40])(=[O:39])[CH3:37].[NH2:1][C:2]1[C:11]2[C:6](=[CH:7][C:8]([O:20][CH3:21])=[C:9]([O:18][CH3:19])[C:10]=2[C:12]2[CH:17]=[CH:16][CH:15]=[CH:14][N:13]=2)[N:5]=[C:4]([N:22]2[CH2:31][CH2:30][C:29]3[C:24](=[CH:25][CH:26]=[CH:27][C:28]=3[NH:32][S:33]([CH3:36])(=[O:35])=[O:34])[CH2:23]2)[N:3]=1. The catalyst class is: 95. (3) The catalyst class is: 12. Product: [NH:8]1[C:16]2[C:11](=[CH:12][CH:13]=[CH:14][CH:15]=2)[CH:10]=[C:9]1[C:17]1[C:18](=[O:29])[NH:19][N:20]=[C:21]([C:23]2[CH:24]=[N:25][N:26]([CH3:28])[CH:27]=2)[CH:22]=1. Reactant: C(OC([N:8]1[C:16]2[C:11](=[CH:12][CH:13]=[CH:14][CH:15]=2)[CH:10]=[C:9]1[C:17]1[CH:22]=[C:21]([C:23]2[CH:24]=[N:25][N:26]([CH3:28])[CH:27]=2)[N:20]=[N:19][C:18]=1[O:29]C)=O)(C)(C)C.[OH-].[Na+].Cl. (4) The catalyst class is: 8. Reactant: [NH3:1].[CH3:2][N:3]([CH3:31])[CH:4]1[CH2:9][CH2:8][CH:7]([O:10][C:11]2[C:22]3[C:21]4[C@@H:20]([CH2:23][C:24]([F:30])([F:29])[C:25]([O:27]C)=O)[CH2:19][CH2:18][C:17]=4[S:16][C:15]=3[N:14]=[CH:13][N:12]=2)[CH2:6][CH2:5]1. Product: [CH3:2][N:3]([CH3:31])[CH:4]1[CH2:9][CH2:8][CH:7]([O:10][C:11]2[C:22]3[C:21]4[C@@H:20]([CH2:23][C:24]([F:30])([F:29])[C:25]([NH2:1])=[O:27])[CH2:19][CH2:18][C:17]=4[S:16][C:15]=3[N:14]=[CH:13][N:12]=2)[CH2:6][CH2:5]1. (5) Reactant: Cl[C:2]1[N:7]=[C:6]([NH:8][C:9]([C:11]2([C:14]3[CH:24]=[CH:23][C:17]4[O:18][C:19]([F:22])([F:21])[O:20][C:16]=4[CH:15]=3)[CH2:13][CH2:12]2)=[O:10])[CH:5]=[CH:4][C:3]=1[CH3:25].[CH3:26][O:27][C:28]1[C:33]([O:34][CH3:35])=[CH:32][C:31](B2OC(C)(C)C(C)(C)O2)=[CH:30][N:29]=1.C(=O)([O-])[O-].[Na+].[Na+]. Product: [F:21][C:19]1([F:22])[O:18][C:17]2[CH:23]=[CH:24][C:14]([C:11]3([C:9]([NH:8][C:6]4[N:7]=[C:2]([C:31]5[CH:30]=[N:29][C:28]([O:27][CH3:26])=[C:33]([O:34][CH3:35])[CH:32]=5)[C:3]([CH3:25])=[CH:4][CH:5]=4)=[O:10])[CH2:13][CH2:12]3)=[CH:15][C:16]=2[O:20]1. The catalyst class is: 853. (6) Product: [CH2:5]([N:9]1[C:13]([CH2:14][Cl:3])=[C:12]([Cl:16])[N:11]=[C:10]1[C:17]1[C:22]([CH3:23])=[CH:21][CH:20]=[CH:19][C:18]=1[CH3:24])[CH2:6][CH2:7][CH3:8]. The catalyst class is: 22. Reactant: S(Cl)([Cl:3])=O.[CH2:5]([N:9]1[C:13]([CH2:14]O)=[C:12]([Cl:16])[N:11]=[C:10]1[C:17]1[C:22]([CH3:23])=[CH:21][CH:20]=[CH:19][C:18]=1[CH3:24])[CH2:6][CH2:7][CH3:8].